From a dataset of Peptide-MHC class I binding affinity with 185,985 pairs from IEDB/IMGT. Regression. Given a peptide amino acid sequence and an MHC pseudo amino acid sequence, predict their binding affinity value. This is MHC class I binding data. (1) The peptide sequence is SFVYVPSAL. The MHC is Patr-A0901 with pseudo-sequence Patr-A0901. The binding affinity (normalized) is 0.489. (2) The peptide sequence is YPQLSAIAL. The MHC is HLA-B27:05 with pseudo-sequence HLA-B27:05. The binding affinity (normalized) is 0.0847.